This data is from Full USPTO retrosynthesis dataset with 1.9M reactions from patents (1976-2016). The task is: Predict the reactants needed to synthesize the given product. (1) Given the product [C:20]([C@H:24]1[CH2:25][CH2:26][C@H:27]([NH:30][C:2]2[C:11]3[C:6](=[CH:7][CH:8]=[CH:9][CH:10]=3)[C:5]([CH2:12][CH2:13][C:14]3[CH:15]=[N:16][CH:17]=[CH:18][CH:19]=3)=[CH:4][N:3]=2)[CH2:28][CH2:29]1)([CH3:23])([CH3:21])[CH3:22], predict the reactants needed to synthesize it. The reactants are: Cl[C:2]1[C:11]2[C:6](=[CH:7][CH:8]=[CH:9][CH:10]=2)[C:5]([CH2:12][CH2:13][C:14]2[CH:15]=[N:16][CH:17]=[CH:18][CH:19]=2)=[CH:4][N:3]=1.[C:20]([CH:24]1[CH2:29][CH2:28][CH:27]([NH2:30])[CH2:26][CH2:25]1)([CH3:23])([CH3:22])[CH3:21]. (2) Given the product [I-:15].[CH3:14][N+:4]1([CH2:3][C:2]([CH3:1])([N+:11]([O-:13])=[O:12])[CH3:10])[CH2:9][CH2:8][CH2:7][CH2:6][CH2:5]1, predict the reactants needed to synthesize it. The reactants are: [CH3:1][C:2]([N+:11]([O-:13])=[O:12])([CH3:10])[CH2:3][N:4]1[CH2:9][CH2:8][CH2:7][CH2:6][CH2:5]1.[CH3:14][I:15].